Task: Predict which catalyst facilitates the given reaction.. Dataset: Catalyst prediction with 721,799 reactions and 888 catalyst types from USPTO (1) Reactant: [CH2:1]([NH:3][C:4](=[O:33])[C:5]1[CH:10]=[CH:9][C:8]([C:11]2[N:12]([CH2:22][C:23](=[O:32])[NH:24][C:25](=[NH:31])[N:26]3[CH:30]=[CH:29][CH:28]=N3)[C:13]([C:16]3[CH:21]=[CH:20][CH:19]=[CH:18][CH:17]=3)=[CH:14][CH:15]=2)=[CH:7][CH:6]=1)[CH3:2].NCCC[OH:38].C(N(C(C)C)CC)(C)C. Product: [CH2:1]([NH:3][C:4](=[O:33])[C:5]1[CH:10]=[CH:9][C:8]([C:11]2[N:12]([CH2:22][C:23]([NH:24][C:25]([NH2:31])=[N:26][CH2:30][CH2:29][CH2:28][OH:38])=[O:32])[C:13]([C:16]3[CH:17]=[CH:18][CH:19]=[CH:20][CH:21]=3)=[CH:14][CH:15]=2)=[CH:7][CH:6]=1)[CH3:2]. The catalyst class is: 2. (2) Reactant: [CH3:1][S:2][C:3]1[N:8]=[C:7]([NH:9][CH2:10][CH2:11][CH3:12])[C:6]([C:13]2[O:17][C:16](=[O:18])[NH:15][N:14]=2)=[CH:5][N:4]=1.C1(P(C2C=CC=CC=2)C2C=CC=CC=2)C=CC=CC=1.CCOC(/N=N/C(OCC)=O)=O.[Br:50][CH2:51][CH2:52]O. Product: [Br:50][CH2:51][CH2:52][N:15]1[N:14]=[C:13]([C:6]2[C:7]([NH:9][CH2:10][CH2:11][CH3:12])=[N:8][C:3]([S:2][CH3:1])=[N:4][CH:5]=2)[O:17][C:16]1=[O:18]. The catalyst class is: 90. (3) Reactant: [Cl:1][C:2]1[CH:12]=[CH:11][C:5]2[CH2:6][CH2:7][NH:8][CH2:9][CH2:10][C:4]=2[C:3]=1[NH:13][CH2:14][C:15]([F:18])([F:17])[F:16].[C:19]([OH:26])(=[O:25])[CH2:20][CH2:21][C:22]([OH:24])=[O:23]. Product: [C:19]([OH:26])(=[O:25])[CH2:20][CH2:21][C:22]([OH:24])=[O:23].[Cl:1][C:2]1[CH:12]=[CH:11][C:5]2[CH2:6][CH2:7][NH:8][CH2:9][CH2:10][C:4]=2[C:3]=1[NH:13][CH2:14][C:15]([F:16])([F:18])[F:17]. The catalyst class is: 32. (4) Reactant: [Br:1][C:2]1[C:10]2[C:5](=[CH:6][CH:7]=[C:8]([C:11]([NH2:13])=O)[CH:9]=2)[N:4]([CH:14]2[CH2:19][CH2:18][CH2:17][CH2:16][O:15]2)[N:3]=1.COC(OC)[N:23]([CH3:25])C.C(O)(=O)C.[NH2:32]N. Product: [NH:23]1[CH:25]=[N:32][C:11]([C:8]2[CH:9]=[C:10]3[C:5](=[CH:6][CH:7]=2)[N:4]([CH:14]2[CH2:19][CH2:18][CH2:17][CH2:16][O:15]2)[N:3]=[C:2]3[Br:1])=[N:13]1. The catalyst class is: 6.